This data is from Human Reference Interactome with 51,813 positive PPI pairs across 8,248 proteins, plus equal number of experimentally-validated negative pairs. The task is: Binary Classification. Given two protein amino acid sequences, predict whether they physically interact or not. (1) Protein 1 (ENSG00000168243) has sequence MKEGMSNNSTTSISQARKAVEQLKMEACMDRVKVSQAAADLLAYCEAHVREDPLIIPVPASENPFREKKFFCTIL*. Protein 2 (ENSG00000118513) has sequence MARRPRHSIYSSDEDDEDFEMCDHDYDGLLPKSGKRHLGKTRWTREEDEKLKKLVEQNGTDDWKVIANYLPNRTDVQCQHRWQKVLNPELIKGPWTKEEDQRVIELVQKYGPKRWSVIAKHLKGRIGKQCRERWHNHLNPEVKKTSWTEEEDRIIYQAHKRLGNRWAEIAKLLPGRTDNAIKNHWNSTMRRKVEQEGYLQESSKASQPAVATSFQKNSHLMGFAQAPPTAQLPATGQPTVNNDYSYYHISEAQNVSSHVPYPVALHVNIVNVPQPAAAAIQRHYNDEDPEKEKRIKELEL.... Result: 0 (the proteins do not interact). (2) Protein 1 (ENSG00000164972) has sequence MFLFSRKTRTPISTYSDSYRAPTSIKEVYKDPPLCAWEANKFLTPGLTHTMERHVDPEALQKMAKCAVQDYTYRGSISGHPYLPEKYWLSQEEADKCSPNYLGSDWYNTWRMEPYNSSCCNKYTTYLPRLPKEARMETAVRGMPLECPPRPERLNAYEREVMVNMLNSLSRNQQLPRITPRCGCVDPLPGRLPFHGYESACSGRHYCLRGMDYYASGAPCTDRRLRPWCREQPTMCTSLRAPARNAVCCYNSPAVILPISEP*METAVRGMPLECPPRPERLNAYEREVMVNMLNSLSRN.... Protein 2 (ENSG00000164620) has sequence MSEPQPDLEPPQHGLYMLFLLVLVFFLMGLVGFMICHVLKKKGYRCRTSRGSEPDDAQLQPPEDDDMNEDTVERIVRCIIQNEANAEALKEMLGDSEGEGTVQLSSVDATSSLQDGAPSHHHTVHLGSAAPCLHCSRSKRPPLVRQGRSKEGKSRPRTGETTVFSVGRFRVTHIEKRYGLHEHRDGSPTDRSWGSGGGQDPGGGQGSGGGQPKAGMPAMERLPPERPQPQVLASPPVQNGGLRDSSLTPRALEGNPRASAEPTLRAGGRGPSPGLPTQEANGQPSKPDTSDHQVSLPQGA.... Result: 0 (the proteins do not interact). (3) Protein 1 (ENSG00000067113) has sequence MFDKTRLPYVALDVLCVLLASMPMAVLKLGQIYPFQRGFFCKDNSINYPYHDSTVTSTVLILVGVGLPISSIILGETLSVYCNLLHSNSFIRNNYIATIYKAIGTFLFGAAASQSLTDIAKYSIGRLRPHFLDVCDPDWSKINCSDGYIEYYICRGNAERVKEGRLSFYSGHSSFSMYCMLFVALYLQARMKGDWARLLRPTLQFGLVAVSIYVGLSRVSDYKHHWSDVLTGLIQGALVAILVAVYVSDFFKERTSFKERKEEDSHTTLHETPTTGNHYPSNHQP*MFDKTRLPYVALDV.... Protein 2 (ENSG00000155265) has sequence MATEVHNLQELRRSASLATKVFIQRDYSDGTICQFQTKFPPELDSRIERQLFEETVKTLNGFYAEAEKIGGSSYLEGCLACATAYFIFLCMETHYEKVLKKISRYIQEQNEKIFAPRGLLLTDPVERGMRVIEISIYEDRCSSGSSSSGSSSGSGSSSGGGGGAGAR*SPQVHNLQELRRSASLATKVFIQRDYSDGTICQFQTKFPPELDSRIERQLFEETVKTLNGFYAEAEKIGGSSYLEGCLACATAYFIFLCMETHYEKVLKKISRYIQEQNEKIFAPRGLLLTDPVERGMRVIE.... Result: 0 (the proteins do not interact). (4) Protein 1 (ENSG00000197961) has sequence MAEIHNGGELCDFMENGEIFSEHSCLNAHMGTENTGDTYDCDEYGENFPMLHNSAPAGETLSVLNQCRKAFSLPPNVHQRTWIGDKSFEYSDCEEAFVDQSHLQANRITHNGETLYEQKQCGRAFTYSTSHAVSVKMHTVEKPYECKECGKFFRYSSYLNSHMRTHTGEKPYECKECGKCFTVSSHLVEHVRIHTGEKPYQCKECGRAFAGRSGLTKHVRIHTGEKPYECNECGKAYNRFYLLTEHFKTHTEEKPFECKVCGKSFRSSSCLKNHFRIHTGIKPYKCKECGKAFTVSSSLH.... Protein 2 (ENSG00000179580) has sequence GGGYDLNLFASPPDSNFVCSVCHGVLKRPARLPCSHIFCKKCILRWLARQKTCPCCRKEVKRKKVVHMNKLRKTIGRLEVKCKNADAGCIVTCPLAHRKGHQDSCPFELTACPNEGCTSQVPRGTLAEHRQHCQQGSQQRCPLGCGATLDPAERARHNCYRELHNAWSVRQERRRPLLLSLLRRVRWLDQATSVVRRELAELSNFLEEDTALLEGAPQEEAEAAPEGNVGAEVVGEPRANIPCK*MGGGYDLNLFASPPDSNFVCSVCHGVLKRPARLPCSHIFCKKCILRWLARGGAGL.... Result: 0 (the proteins do not interact). (5) Protein 1 (ENSG00000215029) has sequence MYNAFWNHLKEQLLSTPPDFTCALELLKDVKENRLRNEIEEALDTDLLKQEAEHGALDVPHLSNYILNLMALLCAPVRDEAIQKLETIRDPVQLLRGILRVLGLMKMDMVNYTIQSFRPYLQEHSIQYEQAKFQELLDKQPSLLDYTTKWLTKAATDITTLCPSSPDSPSSSCSMACSLPSGAGNNSEPPSPTMVLYQGYLNLLLWDLENVEFPETLLMDRIRLQELAFQLHQLTVLASVLLVARSFSGEVLFRSPEFVDRLKCTTKALTEEFISRPEETMLSVSEQVSQEVHQGLKDMG.... Protein 2 (ENSG00000198625) has sequence MPNFVVDWRVYTDSLFLTVDFGLCAEESSTSRKRTTEDDIPTLPTSEHKCIHSREDEDLIENLAQDETSRLDLGFEEWDVAGLPWWFLGNLRSNYTPRSNGSTDLQTNQDVGTAIVSDTTDDLWFLNESVSEQLGVGIKVEAADTEQTSEEVGKVSDKKVIEVGKNDDLEDSKSLSDDTDVEVTSEDEWQCTECKKFNSPSKRYCFRCWALRKMTSFSTSAQCSTSDSACRISPGQINQENEGNDVPDCRRTISAPVVRPKDAYIKKENSKLFDPCNSVEFLDLAHSSESQETISSMGEQ.... Result: 0 (the proteins do not interact). (6) Protein 1 (ENSG00000120265) has sequence MPGARSGGSGGDGSNSGSYSGDASGAVTVWEVVSLLGKLLGTVVALKVVLYLLRVCLAMAWKSGGASHSELIHNLRSFQATISAPHMHAYALELLFDQLHEGAKALDVGSGSGILTACFARMVGCTGKVIGIDHIKELVDDSVNNVRKDDPTLLSSGRVQLVVGDGRMGYAEEAPYDAIHVGAAAPVVPQALIDQLKPGGRLILPVGPAGGNQMLEQYDKLQDGSIKMKPLMGVIYVPLTDKEKQWSRWK*MAWKSGGASHSELIHNLRKNGIIKTDKVFEVMLATDRSHYAKCNPYMDS.... Protein 2 (ENSG00000143322) has sequence MGQQVGRVGEAPGLQQPQPRGIRGSSAARPSGRRRDPAGRTTETGFNIFTQHEALHRPYGCDVEPQALNEAIRWSSKENLLGATESDPNLFVALYDFVASGDNTLSITKGEKLRVLGYNQNGEWSEVRSKNGQGWVPSNYITPVNSLEKHSWYHGPVSRSAAEYLLSSLINGSFLVRESESSPGQLSISLRYEGRVYHYRINTTADGKVYVTAESRFSTLAELVHHHSTVADGLVTTLHYPAPKCNKPTVYGVSPIHDKWEMERTDITMKHKLGGGQYGEVYVGVWKKYSLTVAVKTLKE.... Result: 0 (the proteins do not interact).